Task: Predict the reaction yield, written as a fraction of the theoretical maximum amount of product (1.0 means a 100% yield; for example, 0.34 means a 34% yield).. Dataset: Reaction yield outcomes from USPTO patents with 853,638 reactions (1) The reactants are [CH:1]1([C:5]2[C:13]([C:14]3[NH:18][C:17]([O:19][CH2:20][CH3:21])=[N:16][N:15]=3)=[CH:12][C:8]([C:9](O)=[O:10])=[C:7]([CH3:22])[CH:6]=2)[CH2:4][CH2:3][CH2:2]1.CCN(C(C)C)C(C)C.C1C=CC2N(O)N=NC=2C=1.CCN=C=NCCCN(C)C.Cl.[NH:54]1[CH2:59][CH2:58][CH:57]([C:60]2[CH:67]=[CH:66][C:63]([C:64]#[N:65])=[CH:62][CH:61]=2)[CH2:56][CH2:55]1. The catalyst is CN(C)C=O.C(OCC)(=O)C. The product is [CH:1]1([C:5]2[C:13]([C:14]3[NH:18][C:17]([O:19][CH2:20][CH3:21])=[N:16][N:15]=3)=[CH:12][C:8]([C:9]([N:54]3[CH2:59][CH2:58][CH:57]([C:60]4[CH:67]=[CH:66][C:63]([C:64]#[N:65])=[CH:62][CH:61]=4)[CH2:56][CH2:55]3)=[O:10])=[C:7]([CH3:22])[CH:6]=2)[CH2:2][CH2:3][CH2:4]1. The yield is 0.680. (2) The product is [CH3:20][C:12]1([N:6]2[CH2:5][C:4]3[C:8](=[CH:9][CH:10]=[C:2]([C:21]#[N:22])[CH:3]=3)[C:7]2=[O:11])[CH2:17][CH2:16][C:15](=[O:18])[NH:14][C:13]1=[O:19]. The catalyst is [C-]#N.[C-]#N.[Zn+2].C1C=CC(/C=C/C(/C=C/C2C=CC=CC=2)=O)=CC=1.C1C=CC(/C=C/C(/C=C/C2C=CC=CC=2)=O)=CC=1.C1C=CC(/C=C/C(/C=C/C2C=CC=CC=2)=O)=CC=1.[Pd].[Pd].C1C=CC(P(C2C=CC=CC=2)[C-]2C=CC=C2)=CC=1.C1C=CC(P(C2C=CC=CC=2)[C-]2C=CC=C2)=CC=1.[Fe+2]. The yield is 0.990. The reactants are Br[C:2]1[CH:3]=[C:4]2[C:8](=[CH:9][CH:10]=1)[C:7](=[O:11])[N:6]([C:12]1([CH3:20])[CH2:17][CH2:16][C:15](=[O:18])[NH:14][C:13]1=[O:19])[CH2:5]2.[CH3:21][N:22](C)C=O. (3) The reactants are CC1C(=[O:8])[C@@H](O)CC(C)(C)C=1/C=C/C(/C)=C/C=C/C(/C)=C/C=C/C=C(\C)/C=C/C=C(\C)/C=C/C1C(C)(C)C[C@H](O)C(=O)C=1C.CCN(C(C)C)C(C)C.Cl[C:55]([O:57]C(Cl)C(Cl)(Cl)Cl)=[O:56].[CH2:64]([OH:75])[C@H:65]([C@H:67]([C@@H:69]([C@@H:71]([CH2:73][OH:74])[OH:72])[OH:70])[OH:68])[OH:66]. The catalyst is C(Cl)Cl.CN(C1C=CN=CC=1)C.CN(C=O)C. The product is [C:55](=[O:56])([OH:8])[OH:57].[CH2:73]([OH:74])[C@H:71]([C@H:69]([C@@H:67]([C@@H:65]([CH2:64][OH:75])[OH:66])[OH:68])[OH:70])[OH:72]. The yield is 0.102. (4) The reactants are [F:1][C:2]1[CH:7]=[C:6]([N+:8]([O-:10])=[O:9])[CH:5]=[CH:4][C:3]=1[CH2:11][NH2:12].[CH3:13][S:14](Cl)(=[O:16])=[O:15]. The catalyst is N1C=CC=CC=1.ClCCl. The product is [F:1][C:2]1[CH:7]=[C:6]([N+:8]([O-:10])=[O:9])[CH:5]=[CH:4][C:3]=1[CH2:11][NH:12][S:14]([CH3:13])(=[O:16])=[O:15]. The yield is 0.910. (5) The reactants are [Br:1][C:2]1[CH:3]=[C:4]([OH:9])[CH:5]=[CH:6][C:7]=1[Cl:8].N1C=CN=C1.[C:15]([Si:19]([CH3:22])([CH3:21])Cl)([CH3:18])([CH3:17])[CH3:16]. The catalyst is ClCCl.O. The product is [Br:1][C:2]1[CH:3]=[C:4]([CH:5]=[CH:6][C:7]=1[Cl:8])[O:9][Si:19]([C:15]([CH3:18])([CH3:17])[CH3:16])([CH3:22])[CH3:21]. The yield is 0.980. (6) The reactants are [CH3:1][C:2]1[C:6]([C:7]([O:9]CC2C=CC=CC=2)=[O:8])=[C:5]([C:17]([F:20])([F:19])[F:18])[NH:4][N:3]=1. The catalyst is [Pd].CCOC(C)=O. The product is [CH3:1][C:2]1[C:6]([C:7]([OH:9])=[O:8])=[C:5]([C:17]([F:19])([F:18])[F:20])[NH:4][N:3]=1. The yield is 0.740.